Dataset: Peptide-MHC class I binding affinity with 185,985 pairs from IEDB/IMGT. Task: Regression. Given a peptide amino acid sequence and an MHC pseudo amino acid sequence, predict their binding affinity value. This is MHC class I binding data. (1) The peptide sequence is YTSDYFISY. The MHC is HLA-A25:01 with pseudo-sequence HLA-A25:01. The binding affinity (normalized) is 0.683. (2) The peptide sequence is STTFHQTLQD. The MHC is HLA-A11:01 with pseudo-sequence HLA-A11:01. The binding affinity (normalized) is 0.0182. (3) The peptide sequence is LLLLISLVY. The MHC is HLA-A01:01 with pseudo-sequence HLA-A01:01. The binding affinity (normalized) is 0.0847. (4) The peptide sequence is RQFPTASEF. The MHC is Mamu-B52 with pseudo-sequence Mamu-B52. The binding affinity (normalized) is 0.451. (5) The peptide sequence is ALDEKWNEFK. The MHC is HLA-A68:01 with pseudo-sequence HLA-A68:01. The binding affinity (normalized) is 0.150. (6) The peptide sequence is TGICNQNI. The MHC is H-2-Kb with pseudo-sequence H-2-Kb. The binding affinity (normalized) is 0.0735. (7) The peptide sequence is FKYDSTKPL. The MHC is HLA-A02:01 with pseudo-sequence HLA-A02:01. The binding affinity (normalized) is 0.0847.